This data is from Peptide-MHC class I binding affinity with 185,985 pairs from IEDB/IMGT. The task is: Regression. Given a peptide amino acid sequence and an MHC pseudo amino acid sequence, predict their binding affinity value. This is MHC class I binding data. The peptide sequence is KVREALDGV. The MHC is HLA-A30:01 with pseudo-sequence HLA-A30:01. The binding affinity (normalized) is 1.00.